From a dataset of Full USPTO retrosynthesis dataset with 1.9M reactions from patents (1976-2016). Predict the reactants needed to synthesize the given product. (1) Given the product [CH2:16]([N:10]1[C:9]2[C:8](=[O:14])[NH:7][C:6](=[O:15])[N:5]([CH2:3][CH3:4])[C:13]=2[N:12]=[CH:11]1)[C:17]1[CH:22]=[CH:21][CH:20]=[CH:19][CH:18]=1, predict the reactants needed to synthesize it. The reactants are: [OH-].[Na+].[CH2:3]([N:5]1[C:13]2[N:12]=[CH:11][NH:10][C:9]=2[C:8](=[O:14])[NH:7][C:6]1=[O:15])[CH3:4].[CH2:16](Cl)[C:17]1[CH:22]=[CH:21][CH:20]=[CH:19][CH:18]=1. (2) Given the product [C:13]([O:12][C:11]([N:10]([CH2:9][C@@H:8]([C:4]1[CH:5]=[CH:6][CH:7]=[C:2]([Cl:1])[CH:3]=1)[OH:27])[CH2:18][CH2:19][C:20]1[CH:25]=[CH:24][C:23]([O:26][CH2:29][C:30]2[CH:31]=[C:32]([CH:40]=[CH:41][CH:42]=2)[O:33][CH2:34][C:35]([O:37][CH2:38][CH3:39])=[O:36])=[CH:22][CH:21]=1)=[O:17])([CH3:16])([CH3:14])[CH3:15], predict the reactants needed to synthesize it. The reactants are: [Cl:1][C:2]1[CH:3]=[C:4]([C@@H:8]([OH:27])[CH2:9][N:10]([CH2:18][CH2:19][C:20]2[CH:25]=[CH:24][C:23]([OH:26])=[CH:22][CH:21]=2)[C:11](=[O:17])[O:12][C:13]([CH3:16])([CH3:15])[CH3:14])[CH:5]=[CH:6][CH:7]=1.O[CH2:29][C:30]1[CH:31]=[C:32]([CH:40]=[CH:41][CH:42]=1)[O:33][CH2:34][C:35]([O:37][CH2:38][CH3:39])=[O:36].C1(P(C2C=CC=CC=2)C2C=CC=CC=2)C=CC=CC=1.N(C(OCC)=O)=NC(OCC)=O. (3) The reactants are: C1C(Cl)=CC2N(O)N=NC=2C=1.C1CN([P+](ON2N=NC3C=CC=CC2=3)(N2CCCC2)N2CCCC2)CC1.F[P-](F)(F)(F)(F)F.CCN(C(C)C)C(C)C.Cl.[C:55]([S:74][CH2:75][CH2:76][NH2:77])([C:68]1[CH:73]=[CH:72][CH:71]=[CH:70][CH:69]=1)([C:62]1[CH:67]=[CH:66][CH:65]=[CH:64][CH:63]=1)[C:56]1[CH:61]=[CH:60][CH:59]=[CH:58][CH:57]=1. Given the product [C:55]([S:74][CH2:75][CH2:76][NH2:77])([C:62]1[CH:63]=[CH:64][CH:65]=[CH:66][CH:67]=1)([C:68]1[CH:73]=[CH:72][CH:71]=[CH:70][CH:69]=1)[C:56]1[CH:61]=[CH:60][CH:59]=[CH:58][CH:57]=1, predict the reactants needed to synthesize it. (4) Given the product [Br:17][C:9]1[CH2:10][CH2:11][C:12](=[O:13])[C:8]=1[C:5]1[CH:6]=[CH:7][C:2]([F:1])=[CH:3][CH:4]=1, predict the reactants needed to synthesize it. The reactants are: [F:1][C:2]1[CH:7]=[CH:6][C:5]([CH:8]2[C:12](=[O:13])[CH2:11][CH2:10][C:9]2=O)=[CH:4][CH:3]=1.P(Br)(Br)([Br:17])=O. (5) Given the product [CH2:1]([O:9][C:11]1[CH:16]=[CH:15][C:14]([C:17](=[O:19])[CH3:18])=[CH:13][C:12]=1[C:20]([F:21])([F:22])[F:23])[CH2:2][CH2:3][CH2:4][CH2:5][CH2:6][CH2:7][CH3:8], predict the reactants needed to synthesize it. The reactants are: [CH2:1]([OH:9])[CH2:2][CH2:3][CH2:4][CH2:5][CH2:6][CH2:7][CH3:8].F[C:11]1[CH:16]=[CH:15][C:14]([C:17](=[O:19])[CH3:18])=[CH:13][C:12]=1[C:20]([F:23])([F:22])[F:21].CC(C)([O-])C.[K+]. (6) Given the product [NH:29]1[CH:28]=[C:27]([C:23]2[CH:22]=[C:21]3[C:26](=[CH:25][CH:24]=2)[N:17]([CH2:16][CH:13]2[CH2:12][CH2:11][N:10]([C:8](=[O:9])[CH2:7][C:1]4[CH:2]=[CH:3][CH:4]=[CH:5][CH:6]=4)[CH2:15][CH2:14]2)[CH2:18][CH2:19][CH2:20]3)[CH:31]=[N:30]1, predict the reactants needed to synthesize it. The reactants are: [C:1]1([CH2:7][C:8]([N:10]2[CH2:15][CH2:14][CH:13]([CH2:16][N:17]3[C:26]4[C:21](=[CH:22][C:23]([C:27]5[CH:28]=[N:29][N:30](C6CCCCO6)[CH:31]=5)=[CH:24][CH:25]=4)[CH2:20][CH2:19][CH2:18]3)[CH2:12][CH2:11]2)=[O:9])[CH:6]=[CH:5][CH:4]=[CH:3][CH:2]=1.CC1C=CC(S(O)(=O)=O)=CC=1.CO.ClCCl.